This data is from Catalyst prediction with 721,799 reactions and 888 catalyst types from USPTO. The task is: Predict which catalyst facilitates the given reaction. (1) The catalyst class is: 1. Product: [Cl:29][C:30]1[CH:31]=[C:32]2[C:36](=[CH:37][CH:38]=1)[NH:35][C:34](=[O:39])[C:33]2([C:28]1[C:23]([O:22][CH3:21])=[N:24][CH:25]=[CH:26][CH:27]=1)[OH:40]. Reactant: C([Li])(C)(C)C.CCCCC.BrC1C(C)=CC(C)=CC=1C.[CH3:21][O:22][C:23]1[CH:28]=[CH:27][CH:26]=[CH:25][N:24]=1.[Cl:29][C:30]1[CH:31]=[C:32]2[C:36](=[CH:37][CH:38]=1)[NH:35][C:34](=[O:39])[C:33]2=[O:40].[Cl-].[NH4+]. (2) Reactant: [C:1]1([CH:7]([CH3:11])[C:8]([OH:10])=O)[CH:6]=[CH:5][CH:4]=[CH:3][CH:2]=1.O=S(Cl)[Cl:14].[CH3:16][O:17][C:18](=[O:26])[C:19]1[CH:24]=[CH:23][CH:22]=[CH:21][C:20]=1[NH2:25].CCCCCC. Product: [CH3:16][O:17][C:18](=[O:26])[C:19]1[CH:24]=[CH:23][C:22]([Cl:14])=[CH:21][C:20]=1[NH:25][C:8](=[O:10])[CH:7]([C:1]1[CH:2]=[CH:3][CH:4]=[CH:5][CH:6]=1)[CH3:11]. The catalyst class is: 25.